From a dataset of Reaction yield outcomes from USPTO patents with 853,638 reactions. Predict the reaction yield, written as a fraction of the theoretical maximum amount of product (1.0 means a 100% yield; for example, 0.34 means a 34% yield). (1) The reactants are Br[C:2]1[CH:3]=[C:4]([N:22]([CH2:29][CH3:30])[CH:23]2[CH2:28][CH2:27][O:26][CH2:25][CH2:24]2)[C:5]([CH3:21])=[C:6]([CH:20]=1)[C:7]([NH:9][CH2:10][C:11]1[C:12](=[O:19])[NH:13][C:14]([CH3:18])=[CH:15][C:16]=1[CH3:17])=[O:8].[CH:31]([C:33]1[CH:38]=[CH:37][C:36](B(O)O)=[CH:35][CH:34]=1)=[O:32].C([O-])([O-])=O.[Na+].[Na+]. The catalyst is O1CCOCC1.O.O.C1C=CC([P]([Pd]([P](C2C=CC=CC=2)(C2C=CC=CC=2)C2C=CC=CC=2)([P](C2C=CC=CC=2)(C2C=CC=CC=2)C2C=CC=CC=2)[P](C2C=CC=CC=2)(C2C=CC=CC=2)C2C=CC=CC=2)(C2C=CC=CC=2)C2C=CC=CC=2)=CC=1. The product is [CH3:17][C:16]1[CH:15]=[C:14]([CH3:18])[NH:13][C:12](=[O:19])[C:11]=1[CH2:10][NH:9][C:7]([C:6]1[CH:20]=[C:2]([C:36]2[CH:37]=[CH:38][C:33]([CH:31]=[O:32])=[CH:34][CH:35]=2)[CH:3]=[C:4]([N:22]([CH2:29][CH3:30])[CH:23]2[CH2:28][CH2:27][O:26][CH2:25][CH2:24]2)[C:5]=1[CH3:21])=[O:8]. The yield is 0.660. (2) The reactants are [F:1][C:2]([F:17])([F:16])S(O[C:7]1[CH:8]=[N:9][C:10]([CH:13]2[CH2:15][CH2:14]2)=[N:11][CH:12]=1)(=O)=O.[C:18]([C:20]1[CH2:21][CH2:22][N:23]([C:26]([O:28]C(C)(C)C)=[O:27])[CH2:24][CH:25]=1)#[CH:19].C(NCC)C. The catalyst is Cl[Pd](Cl)([P](C1C=CC=CC=1)(C1C=CC=CC=1)C1C=CC=CC=1)[P](C1C=CC=CC=1)(C1C=CC=CC=1)C1C=CC=CC=1. The product is [F:17][C:2]([F:1])([F:16])[C:26]([OH:28])=[O:27].[CH:13]1([C:10]2[N:9]=[CH:8][C:7]([C:19]#[C:18][C:20]3[CH2:25][CH2:24][NH:23][CH2:22][CH:21]=3)=[CH:12][N:11]=2)[CH2:15][CH2:14]1. The yield is 0.100.